Dataset: Peptide-MHC class II binding affinity with 134,281 pairs from IEDB. Task: Regression. Given a peptide amino acid sequence and an MHC pseudo amino acid sequence, predict their binding affinity value. This is MHC class II binding data. The peptide sequence is TIDGRGAEVHIGNGG. The MHC is DRB1_1501 with pseudo-sequence DRB1_1501. The binding affinity (normalized) is 0.126.